Dataset: Peptide-MHC class I binding affinity with 185,985 pairs from IEDB/IMGT. Task: Regression. Given a peptide amino acid sequence and an MHC pseudo amino acid sequence, predict their binding affinity value. This is MHC class I binding data. (1) The MHC is HLA-B51:01 with pseudo-sequence HLA-B51:01. The peptide sequence is YIITCCLFA. The binding affinity (normalized) is 0.0847. (2) The peptide sequence is YWMGGTTYF. The MHC is HLA-B57:01 with pseudo-sequence HLA-B57:01. The binding affinity (normalized) is 0.0847. (3) The peptide sequence is EELGDGLAM. The MHC is HLA-B44:03 with pseudo-sequence HLA-B44:03. The binding affinity (normalized) is 0.599. (4) The peptide sequence is LNISGYNYSL. The binding affinity (normalized) is 0.598. The MHC is HLA-A02:02 with pseudo-sequence HLA-A02:02. (5) The peptide sequence is QWSPGPGRL. The MHC is HLA-A02:03 with pseudo-sequence HLA-A02:03. The binding affinity (normalized) is 0.216. (6) The peptide sequence is ELEALKTEL. The MHC is HLA-A02:03 with pseudo-sequence HLA-A02:03. The binding affinity (normalized) is 0.113.